Task: Regression. Given a peptide amino acid sequence and an MHC pseudo amino acid sequence, predict their binding affinity value. This is MHC class I binding data.. Dataset: Peptide-MHC class I binding affinity with 185,985 pairs from IEDB/IMGT (1) The peptide sequence is KGPDKLQVY. The MHC is HLA-A11:01 with pseudo-sequence HLA-A11:01. The binding affinity (normalized) is 0.0847. (2) The peptide sequence is RGDNFAVEK. The MHC is HLA-A11:01 with pseudo-sequence HLA-A11:01. The binding affinity (normalized) is 0.570. (3) The peptide sequence is ETIFTVLAL. The MHC is HLA-A02:19 with pseudo-sequence HLA-A02:19. The binding affinity (normalized) is 0.0847. (4) The peptide sequence is YQVPFVQAF. The MHC is HLA-B15:01 with pseudo-sequence HLA-B15:01. The binding affinity (normalized) is 0.898. (5) The peptide sequence is RVCWLHECT. The MHC is HLA-A02:02 with pseudo-sequence HLA-A02:02. The binding affinity (normalized) is 0. (6) The peptide sequence is TRDHVNLVL. The MHC is HLA-B57:01 with pseudo-sequence HLA-B57:01. The binding affinity (normalized) is 0.0847. (7) The peptide sequence is NHYLCLNCL. The MHC is HLA-B39:01 with pseudo-sequence HLA-B39:01. The binding affinity (normalized) is 0.699. (8) The peptide sequence is DYCNVLNKEF. The MHC is HLA-A68:02 with pseudo-sequence HLA-A68:02. The binding affinity (normalized) is 0.139. (9) The peptide sequence is PIQKETWDTW. The MHC is HLA-B07:02 with pseudo-sequence HLA-B07:02. The binding affinity (normalized) is 0.148. (10) The binding affinity (normalized) is 0.874. The MHC is HLA-A02:02 with pseudo-sequence HLA-A02:02. The peptide sequence is KLSGLGLNAV.